The task is: Predict the reaction yield, written as a fraction of the theoretical maximum amount of product (1.0 means a 100% yield; for example, 0.34 means a 34% yield).. This data is from Reaction yield outcomes from USPTO patents with 853,638 reactions. (1) The reactants are [Cl:1][C:2]1[N:6]2[CH:7]=[C:8]([C:15]3[CH:16]=[N:17][NH:18][CH:19]=3)[CH:9]=[C:10]([C:11]([F:14])([F:13])[F:12])[C:5]2=[N:4][C:3]=1[C:20]([OH:22])=O.[CH3:23][C:24]1([CH3:36])[CH2:28][O:27][C:26](=[O:29])[N:25]1[CH:30]1[CH2:35][CH2:34][NH:33][CH2:32][CH2:31]1.OC1C2N=NNC=2C=CC=1. The catalyst is CN(C=O)C.C(Cl)Cl. The product is [Cl:1][C:2]1[N:6]2[CH:7]=[C:8]([C:15]3[CH:19]=[N:18][NH:17][CH:16]=3)[CH:9]=[C:10]([C:11]([F:14])([F:12])[F:13])[C:5]2=[N:4][C:3]=1[C:20]([N:33]1[CH2:32][CH2:31][CH:30]([N:25]2[C:24]([CH3:23])([CH3:36])[CH2:28][O:27][C:26]2=[O:29])[CH2:35][CH2:34]1)=[O:22]. The yield is 0.530. (2) The product is [CH:27]1([N:31]2[C:17](=[O:18])[C:16]([CH2:15][C:12]3[CH:13]=[CH:14][C:9]([C:4]4[C:3]([C:1]#[N:2])=[CH:8][CH:7]=[CH:6][CH:5]=4)=[CH:10][CH:11]=3)=[C:22]([CH2:23][CH2:24][CH3:25])[N:33]3[N:34]=[C:35]([CH3:37])[N:36]=[C:32]23)[CH2:28][CH2:29][CH2:30]1. The reactants are [C:1]([C:3]1[CH:8]=[CH:7][CH:6]=[CH:5][C:4]=1[C:9]1[CH:14]=[CH:13][C:12]([CH2:15][CH:16]([C:22](=O)[CH2:23][CH2:24][CH3:25])[C:17](OCC)=[O:18])=[CH:11][CH:10]=1)#[N:2].[CH:27]1([NH:31][C:32]2[NH:36][C:35]([CH3:37])=[N:34][N:33]=2)[CH2:30][CH2:29][CH2:28]1. No catalyst specified. The yield is 0.520. (3) The reactants are C[C:2]1(C)C2[C:5](=CC=CC=2)[NH:4][C:3]1=O.[C:13]1([CH3:19])[CH:18]=[CH:17][CH:16]=[CH:15][CH:14]=1. No catalyst specified. The product is [CH3:2][CH:3]1[CH2:19][C:13]2[C:18](=[CH:17][CH:16]=[CH:15][CH:14]=2)[N:4]1[CH3:5]. The yield is 0.600. (4) The reactants are F[C:2]1[CH:9]=[CH:8][C:7]([C:10]2[S:11][CH:12]=[CH:13][CH:14]=2)=[CH:6][C:3]=1[CH:4]=[O:5].[NH:15]1[CH2:19][CH2:18][CH2:17][CH2:16]1. The catalyst is C(OCC)(=O)C. The product is [N:15]1([C:2]2[CH:9]=[CH:8][C:7]([C:10]3[S:11][CH:12]=[CH:13][CH:14]=3)=[CH:6][C:3]=2[CH:4]=[O:5])[CH2:19][CH2:18][CH2:17][CH2:16]1. The yield is 0.320. (5) The reactants are [N:1]1([C:6]([C:8]2[CH:13]=[CH:12][C:11]([C:14]3[O:15][C:16]([C:19]4[C:20]([C:25]5[CH:30]=[CH:29][CH:28]=[CH:27][CH:26]=5)=[N:21][O:22][C:23]=4[CH3:24])=[N:17][N:18]=3)=[CH:10][CH:9]=2)=[O:7])C=CN=[CH:2]1.NC[CH:33]1[CH2:35][CH2:34]1. No catalyst specified. The product is [CH:33]1([CH2:2][NH:1][C:6](=[O:7])[C:8]2[CH:9]=[CH:10][C:11]([C:14]3[O:15][C:16]([C:19]4[C:20]([C:25]5[CH:26]=[CH:27][CH:28]=[CH:29][CH:30]=5)=[N:21][O:22][C:23]=4[CH3:24])=[N:17][N:18]=3)=[CH:12][CH:13]=2)[CH2:35][CH2:34]1. The yield is 0.440. (6) The catalyst is C(Cl)Cl. The yield is 1.00. The reactants are [F:1][CH:2]([F:44])[C:3]1[N:7]([C:8]2[N:13]=[C:12]([N:14]3[CH2:19][CH2:18][O:17][CH2:16][CH2:15]3)[N:11]=[C:10]([N:20]([CH2:34][CH2:35][CH2:36]O)[CH:21]3[CH2:26][CH2:25][CH2:24][N:23]([C:27]([O:29][C:30]([CH3:33])([CH3:32])[CH3:31])=[O:28])[CH2:22]3)[N:9]=2)[C:6]2[CH:38]=[CH:39][CH:40]=[C:41]([O:42][CH3:43])[C:5]=2[N:4]=1.C[CH2:46][N:47](CC)[CH2:48]C.CS(Cl)(=O)=O.CNC. The product is [F:44][CH:2]([F:1])[C:3]1[N:7]([C:8]2[N:13]=[C:12]([N:14]3[CH2:19][CH2:18][O:17][CH2:16][CH2:15]3)[N:11]=[C:10]([N:20]([CH2:34][CH2:35][CH2:36][N:47]([CH3:48])[CH3:46])[CH:21]3[CH2:26][CH2:25][CH2:24][N:23]([C:27]([O:29][C:30]([CH3:33])([CH3:32])[CH3:31])=[O:28])[CH2:22]3)[N:9]=2)[C:6]2[CH:38]=[CH:39][CH:40]=[C:41]([O:42][CH3:43])[C:5]=2[N:4]=1.